This data is from NCI-60 drug combinations with 297,098 pairs across 59 cell lines. The task is: Regression. Given two drug SMILES strings and cell line genomic features, predict the synergy score measuring deviation from expected non-interaction effect. (1) Drug 2: C1C(C(OC1N2C=NC(=NC2=O)N)CO)O. Cell line: SF-295. Synergy scores: CSS=-1.50, Synergy_ZIP=3.20, Synergy_Bliss=4.57, Synergy_Loewe=-0.828, Synergy_HSA=-0.0899. Drug 1: CCC1(CC2CC(C3=C(CCN(C2)C1)C4=CC=CC=C4N3)(C5=C(C=C6C(=C5)C78CCN9C7C(C=CC9)(C(C(C8N6C)(C(=O)OC)O)OC(=O)C)CC)OC)C(=O)OC)O.OS(=O)(=O)O. (2) Drug 1: CNC(=O)C1=NC=CC(=C1)OC2=CC=C(C=C2)NC(=O)NC3=CC(=C(C=C3)Cl)C(F)(F)F. Drug 2: CCC1(CC2CC(C3=C(CCN(C2)C1)C4=CC=CC=C4N3)(C5=C(C=C6C(=C5)C78CCN9C7C(C=CC9)(C(C(C8N6C)(C(=O)OC)O)OC(=O)C)CC)OC)C(=O)OC)O.OS(=O)(=O)O. Cell line: RPMI-8226. Synergy scores: CSS=-1.58, Synergy_ZIP=1.89, Synergy_Bliss=1.77, Synergy_Loewe=-3.01, Synergy_HSA=-3.09. (3) Drug 1: C1=CC(=CC=C1C#N)C(C2=CC=C(C=C2)C#N)N3C=NC=N3. Drug 2: CC1CCCC2(C(O2)CC(NC(=O)CC(C(C(=O)C(C1O)C)(C)C)O)C(=CC3=CSC(=N3)C)C)C. Cell line: UO-31. Synergy scores: CSS=7.28, Synergy_ZIP=-6.64, Synergy_Bliss=0.862, Synergy_Loewe=-6.82, Synergy_HSA=1.42. (4) Drug 1: COC1=CC(=CC(=C1O)OC)C2C3C(COC3=O)C(C4=CC5=C(C=C24)OCO5)OC6C(C(C7C(O6)COC(O7)C8=CC=CS8)O)O. Drug 2: C1=CC=C(C(=C1)C(C2=CC=C(C=C2)Cl)C(Cl)Cl)Cl. Cell line: MDA-MB-231. Synergy scores: CSS=41.0, Synergy_ZIP=5.32, Synergy_Bliss=8.45, Synergy_Loewe=-24.0, Synergy_HSA=9.47.